From a dataset of Full USPTO retrosynthesis dataset with 1.9M reactions from patents (1976-2016). Predict the reactants needed to synthesize the given product. (1) Given the product [CH3:1][C:2]1[N:6]2[N:7]=[C:8]([CH:11]=[O:21])[CH:9]=[CH:10][C:5]2=[N:4][C:3]=1[C:13]([F:16])([F:15])[F:14], predict the reactants needed to synthesize it. The reactants are: [CH3:1][C:2]1[N:6]2[N:7]=[C:8]([CH:11]=C)[CH:9]=[CH:10][C:5]2=[N:4][C:3]=1[C:13]([F:16])([F:15])[F:14].C[N+]1([O-])CC[O:21]CC1.I([O-])(=O)(=O)=O.[Na+]. (2) Given the product [CH2:16]([O:15][C:13](=[O:14])[CH2:12][N:5]1[CH:6]=[C:2]([CH3:1])[N:3]=[CH:4]1)[CH3:17], predict the reactants needed to synthesize it. The reactants are: [CH3:1][C:2]1[N:3]=[CH:4][NH:5][CH:6]=1.CC[O-].[Na+].Br[CH2:12][C:13]([O:15][CH2:16][CH3:17])=[O:14]. (3) Given the product [OH:18][CH2:14][CH2:13][CH:17]1[C:16](=[O:15])[NH:1][C:2]2[CH:7]=[CH:6][C:5]([N+:8]([O-:10])=[O:9])=[CH:4][C:3]=2[O:11]1, predict the reactants needed to synthesize it. The reactants are: [NH2:1][C:2]1[CH:7]=[CH:6][C:5]([N+:8]([O-:10])=[O:9])=[CH:4][C:3]=1[OH:11].Br[CH:13]1[CH2:17][CH2:16][O:15][C:14]1=[O:18].C(=O)([O-])[O-].[K+].[K+]. (4) Given the product [F:47][C:46]([F:49])([F:48])[C:44]([OH:50])=[O:45].[N:33]1[CH:34]=[CH:35][CH:36]=[N:37][C:32]=1[N:8]1[C@H:7]([CH2:6][O:5][CH2:4][C:3]2[CH:38]=[C:39]([F:43])[C:40]([F:42])=[CH:41][C:2]=2[F:1])[CH2:11][C@@H:10]([SH:12])[CH2:9]1, predict the reactants needed to synthesize it. The reactants are: [F:1][C:2]1[CH:41]=[C:40]([F:42])[C:39]([F:43])=[CH:38][C:3]=1[CH2:4][O:5][CH2:6][C@@H:7]1[CH2:11][C@@H:10]([S:12]C(C2C=CC=CC=2)(C2C=CC=CC=2)C2C=CC=CC=2)[CH2:9][N:8]1[C:32]1[N:37]=[CH:36][CH:35]=[CH:34][N:33]=1.[C:44]([OH:50])([C:46]([F:49])([F:48])[F:47])=[O:45].C([SiH](C(C)C)C(C)C)(C)C.